From a dataset of Peptide-MHC class I binding affinity with 185,985 pairs from IEDB/IMGT. Regression. Given a peptide amino acid sequence and an MHC pseudo amino acid sequence, predict their binding affinity value. This is MHC class I binding data. (1) The peptide sequence is NLAADLTQI. The MHC is HLA-A68:02 with pseudo-sequence HLA-A68:02. The binding affinity (normalized) is 0.350. (2) The peptide sequence is GIVSSMHYK. The MHC is HLA-B27:03 with pseudo-sequence HLA-B27:03. The binding affinity (normalized) is 0.0847. (3) The peptide sequence is SQAPLPCVL. The MHC is HLA-C12:03 with pseudo-sequence HLA-C12:03. The binding affinity (normalized) is 0.416.